This data is from Catalyst prediction with 721,799 reactions and 888 catalyst types from USPTO. The task is: Predict which catalyst facilitates the given reaction. (1) Reactant: N1C2N=CC=C(C#N)C=2C=C1.FC1C(C=O)=C(F)C=CC=1[NH:22][S:23]([C:26]1[CH:31]=[CH:30][C:29]([C:32]([F:35])([F:34])[F:33])=[CH:28][CH:27]=1)(=[O:25])=[O:24].[OH-].[K+].Cl. Product: [F:35][C:32]([F:33])([F:34])[C:29]1[CH:28]=[CH:27][C:26]([S:23]([NH2:22])(=[O:24])=[O:25])=[CH:31][CH:30]=1. The catalyst class is: 5. (2) Reactant: [CH2:1]([C@@H:8]1[CH2:13][N:12]([C:14]([O:16][C:17]([CH3:20])([CH3:19])[CH3:18])=[O:15])[CH2:11][CH2:10][N:9]1[C:21]([C:23]1[N:24]=[CH:25][N:26]([C@H:34]2[CH2:39][CH2:38][CH2:37][CH2:36][C:35]2([CH2:41][C:42]([OH:44])=O)[OH:40])[C:27]=1[C:28]1[CH:33]=[CH:32][CH:31]=[CH:30][CH:29]=1)=[O:22])[C:2]1[CH:7]=[CH:6][CH:5]=[CH:4][CH:3]=1.CN.C[CH2:48][N:49]=C=NCCCN(C)C.Cl.C1C=CC2N(O)N=NC=2C=1.C(=O)([O-])O.[Na+]. Product: [CH2:1]([C@H:8]1[N:9]([C:21]([C:23]2[N:24]=[CH:25][N:26]([C@H:34]3[CH2:39][CH2:38][CH2:37][CH2:36][C:35]3([OH:40])[CH2:41][C:42]([NH:49][CH3:48])=[O:44])[C:27]=2[C:28]2[CH:29]=[CH:30][CH:31]=[CH:32][CH:33]=2)=[O:22])[CH2:10][CH2:11][N:12]([C:14]([O:16][C:17]([CH3:19])([CH3:20])[CH3:18])=[O:15])[CH2:13]1)[C:2]1[CH:7]=[CH:6][CH:5]=[CH:4][CH:3]=1. The catalyst class is: 3. (3) Reactant: [CH2:1]([N:8]1[C@@H:13]2[C@H:14]([S:16]([C:19]3[CH:24]=[CH:23][CH:22]=[CH:21][CH:20]=3)(=[O:18])=[O:17])[CH2:15][C@@:9]1([C:26]1[CH:31]=[CH:30][C:29]([F:32])=[CH:28][CH:27]=1)[C:10](=[O:25])[CH2:11][CH2:12]2)[C:2]1[CH:7]=[CH:6][CH:5]=[CH:4][CH:3]=1.[BH4-].[Na+]. Product: [CH2:1]([N:8]1[C@@H:13]2[C@H:14]([S:16]([C:19]3[CH:24]=[CH:23][CH:22]=[CH:21][CH:20]=3)(=[O:17])=[O:18])[CH2:15][C@@:9]1([C:26]1[CH:27]=[CH:28][C:29]([F:32])=[CH:30][CH:31]=1)[C@H:10]([OH:25])[CH2:11][CH2:12]2)[C:2]1[CH:7]=[CH:6][CH:5]=[CH:4][CH:3]=1. The catalyst class is: 5. (4) Reactant: [NH2:1][C:2]1[N:7]=[C:6]([NH:8][C:9]2[CH:16]=[CH:15][C:12]([CH:13]=[O:14])=[CH:11][CH:10]=2)[CH:5]=[C:4]([C:17]2[CH:22]=[C:21]([Cl:23])[CH:20]=[CH:19][C:18]=2[O:24][CH2:25][CH3:26])[CH:3]=1.[BH4-].[Na+].O.Cl. Product: [NH2:1][C:2]1[N:7]=[C:6]([NH:8][C:9]2[CH:16]=[CH:15][C:12]([CH2:13][OH:14])=[CH:11][CH:10]=2)[CH:5]=[C:4]([C:17]2[CH:22]=[C:21]([Cl:23])[CH:20]=[CH:19][C:18]=2[O:24][CH2:25][CH3:26])[CH:3]=1. The catalyst class is: 83. (5) Reactant: [K].C[C:3]1([C:10]2[CH:15]=[CH:14][CH:13]=[CH:12][CH:11]=2)[NH:7][C:6](=[O:8])[NH:5][C:4]1=[O:9].[C:16]1([C:26](Cl)=[O:27])[C:25]2[C:20](=[CH:21][CH:22]=[CH:23][CH:24]=2)[CH:19]=[CH:18][CH:17]=1.[C:29](OCC)(=O)C. Product: [CH3:29][N:7]1[CH:3]([C:10]2[CH:11]=[CH:12][CH:13]=[CH:14][CH:15]=2)[C:4](=[O:9])[N:5]([C:26]([C:16]2[C:25]3[C:20](=[CH:21][CH:22]=[CH:23][CH:24]=3)[CH:19]=[CH:18][CH:17]=2)=[O:27])[C:6]1=[O:8]. The catalyst class is: 7.